From a dataset of Forward reaction prediction with 1.9M reactions from USPTO patents (1976-2016). Predict the product of the given reaction. Given the reactants [CH2:1](O)/[CH:2]=[C:3](/[CH2:5][CH2:6]/[CH:7]=[C:8](/[CH2:10][CH2:11][CH:12]=[C:13]([CH3:15])[CH3:14])\[CH3:9])\[CH3:4].P(Br)(Br)[Br:18], predict the reaction product. The product is: [CH2:1]([Br:18])/[CH:2]=[C:3](/[CH2:5][CH2:6]/[CH:7]=[C:8](/[CH2:10][CH2:11][CH:12]=[C:13]([CH3:15])[CH3:14])\[CH3:9])\[CH3:4].